This data is from HIV replication inhibition screening data with 41,000+ compounds from the AIDS Antiviral Screen. The task is: Binary Classification. Given a drug SMILES string, predict its activity (active/inactive) in a high-throughput screening assay against a specified biological target. (1) The drug is CCC(CC)(CC(=O)O)CC(=O)O. The result is 0 (inactive). (2) The drug is O=c1[nH]nc(Cc2ccc([N+](=O)[O-])cc2)[nH]1. The result is 0 (inactive). (3) The compound is COc1cc(N=Nc2ccccc2)cc2c1[OH+][Mo-](=O)(=O)([Mo-]1(=O)(=O)[OH+]c3c(cc(N=Nc4ccccc4)cc3OC)C=[N+]1[N-]C(N)=S)C[N+]([N-]C(N)=S)=C2. The result is 0 (inactive). (4) The result is 0 (inactive). The molecule is Brc1ccc(N2N=NC3C4CC(C5CCCC54)C32)cc1. (5) The compound is CN(N)c1cnn(-c2ccccc2)c(=O)c1Cl. The result is 0 (inactive). (6) The molecule is CCOP(=O)(CCCC(O)CNc1cc(Cl)nc(N)n1)OCC. The result is 0 (inactive).